This data is from Forward reaction prediction with 1.9M reactions from USPTO patents (1976-2016). The task is: Predict the product of the given reaction. (1) The product is: [OH:1][C:2]1[CH:7]=[CH:6][C:5]([C:8]2[S:9][CH:10]=[C:11]([C:13]([NH2:19])=[O:15])[N:12]=2)=[CH:4][CH:3]=1. Given the reactants [OH:1][C:2]1[CH:7]=[CH:6][C:5]([C:8]2[S:9][CH:10]=[C:11]([C:13]([OH:15])=O)[N:12]=2)=[CH:4][CH:3]=1.[Cl-].ClC=[N+:19](C)C.[OH-].[NH4+], predict the reaction product. (2) Given the reactants [Cl:1][C:2]1[CH:3]=[C:4]([N:8]2[C:12]([CH2:13][NH:14][C:15](=[O:29])[CH:16]([C:18]3[CH:19]=[N:20][C:21]([NH:24][CH2:25][CH2:26][O:27]C)=[CH:22][CH:23]=3)[CH3:17])=[CH:11][C:10]([C:30]([F:33])([F:32])[F:31])=[N:9]2)[CH:5]=[CH:6][CH:7]=1.B(Br)(Br)Br.C([O-])(O)=O.[Na+], predict the reaction product. The product is: [Cl:1][C:2]1[CH:3]=[C:4]([N:8]2[C:12]([CH2:13][NH:14][C:15](=[O:29])[CH:16]([C:18]3[CH:19]=[N:20][C:21]([NH:24][CH2:25][CH2:26][OH:27])=[CH:22][CH:23]=3)[CH3:17])=[CH:11][C:10]([C:30]([F:33])([F:31])[F:32])=[N:9]2)[CH:5]=[CH:6][CH:7]=1. (3) Given the reactants [C:1]([O:6][C@@H:7]([C:9]1[NH:14][C:13](=O)[CH:12]=[CH:11][N:10]=1)[CH3:8])(=[O:5])[CH2:2][CH2:3][CH3:4].P(Cl)(Cl)([Cl:18])=O, predict the reaction product. The product is: [C:1]([O:6][C@@H:7]([C:9]1[N:14]=[C:13]([Cl:18])[CH:12]=[CH:11][N:10]=1)[CH3:8])(=[O:5])[CH2:2][CH2:3][CH3:4]. (4) Given the reactants CO[C:3]1[C:4](=[O:17])[NH:5][C:6]2[C:11]([N:12]=1)=[CH:10][C:9]([C:13]([F:16])([F:15])[F:14])=[CH:8][CH:7]=2.CO[C:20]1[C:21](=O)[NH:22][C:23]2[C:28]([N:29]=1)=CC=C(C(F)(F)F)C=2.N1CCNCC1.C(O)(C(F)(F)F)=O, predict the reaction product. The product is: [N:22]1([C:3]2[C:4](=[O:17])[NH:5][C:6]3[C:11]([N:12]=2)=[CH:10][C:9]([C:13]([F:16])([F:15])[F:14])=[CH:8][CH:7]=3)[CH2:23][CH2:28][NH:29][CH2:20][CH2:21]1.